Dataset: NCI-60 drug combinations with 297,098 pairs across 59 cell lines. Task: Regression. Given two drug SMILES strings and cell line genomic features, predict the synergy score measuring deviation from expected non-interaction effect. Cell line: HT29. Drug 2: CC12CCC3C(C1CCC2OP(=O)(O)O)CCC4=C3C=CC(=C4)OC(=O)N(CCCl)CCCl.[Na+]. Synergy scores: CSS=0.939, Synergy_ZIP=2.00, Synergy_Bliss=5.39, Synergy_Loewe=1.69, Synergy_HSA=2.82. Drug 1: C1CNP(=O)(OC1)N(CCCl)CCCl.